From a dataset of NCI-60 drug combinations with 297,098 pairs across 59 cell lines. Regression. Given two drug SMILES strings and cell line genomic features, predict the synergy score measuring deviation from expected non-interaction effect. (1) Drug 1: CN(C)C1=NC(=NC(=N1)N(C)C)N(C)C. Drug 2: CCC1(CC2CC(C3=C(CCN(C2)C1)C4=CC=CC=C4N3)(C5=C(C=C6C(=C5)C78CCN9C7C(C=CC9)(C(C(C8N6C=O)(C(=O)OC)O)OC(=O)C)CC)OC)C(=O)OC)O.OS(=O)(=O)O. Cell line: MDA-MB-435. Synergy scores: CSS=25.6, Synergy_ZIP=-4.46, Synergy_Bliss=2.38, Synergy_Loewe=-37.7, Synergy_HSA=-1.09. (2) Drug 1: CN(C(=O)NC(C=O)C(C(C(CO)O)O)O)N=O. Drug 2: C1CNP(=O)(OC1)N(CCCl)CCCl. Cell line: K-562. Synergy scores: CSS=4.64, Synergy_ZIP=-1.14, Synergy_Bliss=-2.72, Synergy_Loewe=-9.54, Synergy_HSA=-6.80. (3) Drug 1: C(=O)(N)NO. Drug 2: C1C(C(OC1N2C=NC(=NC2=O)N)CO)O. Cell line: K-562. Synergy scores: CSS=28.4, Synergy_ZIP=8.85, Synergy_Bliss=3.75, Synergy_Loewe=-19.0, Synergy_HSA=1.26. (4) Drug 1: CC12CCC3C(C1CCC2=O)CC(=C)C4=CC(=O)C=CC34C. Drug 2: CC12CCC3C(C1CCC2O)C(CC4=C3C=CC(=C4)O)CCCCCCCCCS(=O)CCCC(C(F)(F)F)(F)F. Cell line: IGROV1. Synergy scores: CSS=7.20, Synergy_ZIP=-2.21, Synergy_Bliss=-2.95, Synergy_Loewe=-3.54, Synergy_HSA=-2.82. (5) Drug 2: C1=NNC2=C1C(=O)NC=N2. Drug 1: CC12CCC3C(C1CCC2=O)CC(=C)C4=CC(=O)C=CC34C. Cell line: SW-620. Synergy scores: CSS=15.6, Synergy_ZIP=2.20, Synergy_Bliss=3.52, Synergy_Loewe=-37.1, Synergy_HSA=2.10. (6) Cell line: A549. Drug 1: C1CCN(CC1)CCOC2=CC=C(C=C2)C(=O)C3=C(SC4=C3C=CC(=C4)O)C5=CC=C(C=C5)O. Synergy scores: CSS=29.9, Synergy_ZIP=-8.08, Synergy_Bliss=-0.197, Synergy_Loewe=-2.17, Synergy_HSA=-1.86. Drug 2: C1CN(CCN1C(=O)CCBr)C(=O)CCBr. (7) Drug 1: CC12CCC3C(C1CCC2=O)CC(=C)C4=CC(=O)C=CC34C. Drug 2: COC1=CC(=CC(=C1O)OC)C2C3C(COC3=O)C(C4=CC5=C(C=C24)OCO5)OC6C(C(C7C(O6)COC(O7)C8=CC=CS8)O)O. Cell line: SF-539. Synergy scores: CSS=68.5, Synergy_ZIP=-0.345, Synergy_Bliss=-0.468, Synergy_Loewe=-3.61, Synergy_HSA=1.49. (8) Drug 1: C1=CC(=CC=C1CCCC(=O)O)N(CCCl)CCCl. Synergy scores: CSS=35.9, Synergy_ZIP=0.875, Synergy_Bliss=2.19, Synergy_Loewe=2.36, Synergy_HSA=3.64. Cell line: SNB-19. Drug 2: C1=NC2=C(N1)C(=S)N=C(N2)N.